Task: Predict the reaction yield, written as a fraction of the theoretical maximum amount of product (1.0 means a 100% yield; for example, 0.34 means a 34% yield).. Dataset: Reaction yield outcomes from USPTO patents with 853,638 reactions (1) The reactants are [Cl:1][C:2]1[C:7]([O:8][CH3:9])=[CH:6][C:5]([O:10][CH3:11])=[C:4]([Cl:12])[C:3]=1[C:13]1[C:28](=[O:29])[N:27]([CH2:30][CH2:31][O:32][CH:33]2[CH2:38][CH2:37][N:36](C(OC(C)(C)C)=O)[CH2:35][CH2:34]2)[C:16]2[N:17]=[C:18]([NH:21][CH2:22][C:23]([OH:26])([CH3:25])[CH3:24])[N:19]=[CH:20][C:15]=2[CH:14]=1.C(O)(C(F)(F)F)=O. The catalyst is C(Cl)Cl. The product is [Cl:12][C:4]1[C:5]([O:10][CH3:11])=[CH:6][C:7]([O:8][CH3:9])=[C:2]([Cl:1])[C:3]=1[C:13]1[C:28](=[O:29])[N:27]([CH2:30][CH2:31][O:32][CH:33]2[CH2:34][CH2:35][NH:36][CH2:37][CH2:38]2)[C:16]2[N:17]=[C:18]([NH:21][CH2:22][C:23]([OH:26])([CH3:24])[CH3:25])[N:19]=[CH:20][C:15]=2[CH:14]=1. The yield is 0.850. (2) The catalyst is C1C=CC([P]([Pd]([P](C2C=CC=CC=2)(C2C=CC=CC=2)C2C=CC=CC=2)([P](C2C=CC=CC=2)(C2C=CC=CC=2)C2C=CC=CC=2)[P](C2C=CC=CC=2)(C2C=CC=CC=2)C2C=CC=CC=2)(C2C=CC=CC=2)C2C=CC=CC=2)=CC=1.[Cu]I. The reactants are I[C:2]1[CH:18]=[CH:17][C:5]2[O:6][CH2:7][CH2:8][C:9]3[N:10]([N:11]=[C:12]([C:14]([NH2:16])=[O:15])[CH:13]=3)[C:4]=2[CH:3]=1.N1CCCCC1.[CH3:25][C:26]1[O:30][N:29]=[C:28]([C@:31]([OH:35])([C:33]#[CH:34])[CH3:32])[CH:27]=1. The yield is 0.560. The product is [OH:35][C@:31]([C:28]1[CH:27]=[C:26]([CH3:25])[O:30][N:29]=1)([CH3:32])[C:33]#[C:34][C:2]1[CH:18]=[CH:17][C:5]2[O:6][CH2:7][CH2:8][C:9]3[N:10]([N:11]=[C:12]([C:14]([NH2:16])=[O:15])[CH:13]=3)[C:4]=2[CH:3]=1. (3) The reactants are [CH2:1]([N:3]1[CH2:8][C:7]([CH3:10])([CH3:9])[O:6][C:5](=[O:11])[CH:4]1[CH2:12][C:13]([OH:15])=O)[CH3:2].C(N(C(C)C)CC)(C)C.CN(C(ON1N=NC2C=CC=NC1=2)=[N+](C)C)C.F[P-](F)(F)(F)(F)F.[CH3:49][C:50]([CH3:55])([CH3:54])[CH2:51][CH2:52][NH2:53]. The catalyst is CN(C=O)C. The product is [CH3:49][C:50]([CH3:55])([CH3:54])[CH2:51][CH2:52][NH:53][C:13](=[O:15])[CH2:12][CH:4]1[C:5](=[O:11])[O:6][C:7]([CH3:9])([CH3:10])[CH2:8][N:3]1[CH2:1][CH3:2]. The yield is 0.160. (4) The reactants are [CH3:1][N:2]1[C:6]([C:7]2[CH:8]=[C:9]([NH2:21])[CH:10]=[CH:11][C:12]=2[O:13][CH2:14][CH2:15][N:16]2[CH2:20][CH2:19][CH2:18][CH2:17]2)=[CH:5][CH:4]=[N:3]1.[Cl:22][C:23]1[CH:33]=[CH:32][C:26]([CH:27]([OH:31])[C:28](O)=[O:29])=[CH:25][CH:24]=1.CN(C(ON1N=NC2C=CC=NC1=2)=[N+](C)C)C.F[P-](F)(F)(F)(F)F.C(N(CC)CC)C. The catalyst is CN(C=O)C. The product is [Cl:22][C:23]1[CH:24]=[CH:25][C:26]([CH:27]([OH:31])[C:28]([NH:21][C:9]2[CH:10]=[CH:11][C:12]([O:13][CH2:14][CH2:15][N:16]3[CH2:20][CH2:19][CH2:18][CH2:17]3)=[C:7]([C:6]3[N:2]([CH3:1])[N:3]=[CH:4][CH:5]=3)[CH:8]=2)=[O:29])=[CH:32][CH:33]=1. The yield is 0.150. (5) The reactants are [CH2:1]([O:3][C:4]([C:6]1[C:15](=[O:16])[C:14]2[C:9](=[C:10]([C:19]#[C:20][CH2:21][C@@H:22]3[CH2:26][C@@H:25]([NH:27][C:28]([O:30][C:31]([CH3:34])([CH3:33])[CH3:32])=[O:29])[CH2:24][N:23]3[C:35]([O:37][C:38]([CH3:41])([CH3:40])[CH3:39])=[O:36])[C:11]([F:18])=[C:12]([F:17])[CH:13]=2)[N:8]([CH:42]2[CH2:44][CH2:43]2)[CH:7]=1)=[O:5])[CH3:2].[H][H]. The catalyst is C(O)C. The product is [CH2:1]([O:3][C:4]([C:6]1[C:15](=[O:16])[C:14]2[C:9](=[C:10](/[CH:19]=[CH:20]\[CH2:21][C@@H:22]3[CH2:26][C@@H:25]([NH:27][C:28]([O:30][C:31]([CH3:34])([CH3:33])[CH3:32])=[O:29])[CH2:24][N:23]3[C:35]([O:37][C:38]([CH3:41])([CH3:40])[CH3:39])=[O:36])[C:11]([F:18])=[C:12]([F:17])[CH:13]=2)[N:8]([CH:42]2[CH2:43][CH2:44]2)[CH:7]=1)=[O:5])[CH3:2]. The yield is 0.830.